This data is from Full USPTO retrosynthesis dataset with 1.9M reactions from patents (1976-2016). The task is: Predict the reactants needed to synthesize the given product. (1) Given the product [CH3:1][O:2][C:3]1[CH:8]=[CH:7][C:6]([C:9]2[CH:10]=[C:11]([CH:22]3[CH2:27][CH2:26][N:25]([C:32](=[O:38])[N:49]([OH:50])[CH3:48])[CH2:24][CH2:23]3)[O:12][C:13]=2[C:14]2[CH:19]=[CH:18][C:17]([O:20][CH3:21])=[CH:16][CH:15]=2)=[CH:5][CH:4]=1, predict the reactants needed to synthesize it. The reactants are: [CH3:1][O:2][C:3]1[CH:8]=[CH:7][C:6]([C:9]2[CH:10]=[C:11]([CH:22]3[CH2:27][CH2:26][NH:25][CH2:24][CH2:23]3)[O:12][C:13]=2[C:14]2[CH:19]=[CH:18][C:17]([O:20][CH3:21])=[CH:16][CH:15]=2)=[CH:5][CH:4]=1.ClC(Cl)(O[C:32](=[O:38])OC(Cl)(Cl)Cl)Cl.C(N(CC)CC)C.Cl.[CH3:48][NH:49][OH:50].[Cl-].[NH4+]. (2) Given the product [CH2:56]([S:58]([N:61]1[CH2:66][CH2:65][N:64]([C:67]2[CH:72]=[CH:71][C:70]([NH:73][C:21]([CH:9]3[CH2:8][CH2:7][C:6]4[C:11](=[C:12]([N:14]5[CH2:19][CH2:18][N:17]([CH3:20])[CH2:16][CH2:15]5)[CH:13]=[C:4]([O:3][CH3:2])[CH:5]=4)[O:10]3)=[O:22])=[CH:69][CH:68]=2)[CH2:63][CH2:62]1)(=[O:60])=[O:59])[CH3:57], predict the reactants needed to synthesize it. The reactants are: Cl.[CH3:2][O:3][C:4]1[CH:5]=[C:6]2[C:11](=[C:12]([N:14]3[CH2:19][CH2:18][N:17]([CH3:20])[CH2:16][CH2:15]3)[CH:13]=1)[O:10][CH:9]([C:21](O)=[O:22])[CH2:8][CH2:7]2.OC1C2N=NNC=2C=CC=1.CN(C(ON1N=NC2C=CC=CC1=2)=[N+](C)C)C.[B-](F)(F)(F)F.[CH2:56]([S:58]([N:61]1[CH2:66][CH2:65][N:64]([C:67]2[CH:72]=[CH:71][C:70]([NH2:73])=[CH:69][CH:68]=2)[CH2:63][CH2:62]1)(=[O:60])=[O:59])[CH3:57]. (3) Given the product [Cl:1][C:2]1[CH:3]=[C:4]([N:9]([CH2:10][C:11]2[C:20]3[C:15](=[CH:16][CH:17]=[CH:18][CH:19]=3)[NH:14][C:13](=[O:21])[CH:12]=2)[C:28]([C:27]2[S:26][CH:25]=[N:24][C:23]=2[CH3:22])=[O:29])[CH:5]=[CH:6][C:7]=1[F:8], predict the reactants needed to synthesize it. The reactants are: [Cl:1][C:2]1[CH:3]=[C:4]([NH:9][CH2:10][C:11]2[C:20]3[C:15](=[CH:16][CH:17]=[CH:18][CH:19]=3)[NH:14][C:13](=[O:21])[CH:12]=2)[CH:5]=[CH:6][C:7]=1[F:8].[CH3:22][C:23]1[N:24]=[CH:25][S:26][C:27]=1[C:28](O)=[O:29]. (4) Given the product [CH2:11]([O:18][C:21]1[CH:22]=[CH:23][C:24]2[NH:25][C:26]3[C:31]([C:32]=2[C:20]=1[OH:19])=[CH:30][CH:29]=[CH:28][CH:27]=3)[C:12]1[CH:13]=[CH:14][CH:15]=[CH:16][CH:17]=1, predict the reactants needed to synthesize it. The reactants are: [C:11](OO[C:11](=[O:18])[C:12]1[CH:17]=[CH:16][CH:15]=[CH:14][CH:13]=1)(=[O:18])[C:12]1[CH:17]=[CH:16][CH:15]=[CH:14][CH:13]=1.[OH:19][C:20]1[C:32]2[C:31]3[C:26](=[CH:27][CH:28]=[CH:29][CH:30]=3)[NH:25][C:24]=2[CH:23]=[CH:22][CH:21]=1.